This data is from Full USPTO retrosynthesis dataset with 1.9M reactions from patents (1976-2016). The task is: Predict the reactants needed to synthesize the given product. Given the product [Br:1][C:2]1[CH:3]=[CH:4][C:5]([CH2:8][O:9][Si:15]([C:28]([CH3:31])([CH3:30])[CH3:29])([C:22]2[CH:23]=[CH:24][CH:25]=[CH:26][CH:27]=2)[C:16]2[CH:21]=[CH:20][CH:19]=[CH:18][CH:17]=2)=[N:6][CH:7]=1, predict the reactants needed to synthesize it. The reactants are: [Br:1][C:2]1[CH:3]=[CH:4][C:5]([CH2:8][OH:9])=[N:6][CH:7]=1.N1C=CN=C1.[Si:15](Cl)([C:28]([CH3:31])([CH3:30])[CH3:29])([C:22]1[CH:27]=[CH:26][CH:25]=[CH:24][CH:23]=1)[C:16]1[CH:21]=[CH:20][CH:19]=[CH:18][CH:17]=1.